From a dataset of Catalyst prediction with 721,799 reactions and 888 catalyst types from USPTO. Predict which catalyst facilitates the given reaction. (1) Reactant: [CH3:1][O:2][C:3](=[O:23])[C:4]1[CH:9]=[C:8]([NH2:10])[C:7]([NH:11][CH3:12])=[CH:6][C:5]=1[N:13]1[CH2:18][CH2:17][CH:16]([C:19]([F:22])([F:21])[F:20])[CH2:15][CH2:14]1.[Cl:24][C:25]1[C:38]([N:39]=[C:40]=S)=[C:37]([Cl:42])[CH:36]=[CH:35][C:26]=1[CH2:27][NH:28][C:29](=[O:34])[C:30]([CH3:33])([CH3:32])[CH3:31].[CH3:43]C(C)N=C=NC(C)C. Product: [CH2:1]([O:2][C:3]([C:4]1[C:5]([N:13]2[CH2:14][CH2:15][CH:16]([C:19]([F:21])([F:20])[F:22])[CH2:17][CH2:18]2)=[CH:6][C:7]2[N:11]([CH3:12])[C:40]([NH:39][C:38]3[C:37]([Cl:42])=[CH:36][CH:35]=[C:26]([CH2:27][NH:28][C:29](=[O:34])[C:30]([CH3:33])([CH3:32])[CH3:31])[C:25]=3[Cl:24])=[N:10][C:8]=2[CH:9]=1)=[O:23])[CH3:43]. The catalyst class is: 1. (2) Reactant: C[O:2][C:3]1(O)[CH:18]=[CH:17][C:6]2[S:7][C:8]3[S:12][C:11]4[CH:13]=[CH:14][CH:15]=[CH:16][C:10]=4[C:9]=3[C:5]=2[CH2:4]1.B(Br)(Br)Br.C(Cl)Cl. Product: [CH:4]1[C:5]2[C:9]3[C:10]4[CH:16]=[CH:15][CH:14]=[CH:13][C:11]=4[S:12][C:8]=3[S:7][C:6]=2[CH:17]=[CH:18][C:3]=1[OH:2]. The catalyst class is: 2. (3) Reactant: [C:1]([NH:4][CH:5]([C:9]1[CH:14]=[CH:13][CH:12]=[C:11]([O:15][CH2:16][C:17]2[CH:22]=[CH:21][CH:20]=[CH:19][C:18]=2[Cl:23])[C:10]=1[O:24][CH2:25][C:26]1[CH:31]=[CH:30][CH:29]=[CH:28][C:27]=1[Cl:32])[C:6]([OH:8])=[O:7])(=[O:3])[CH3:2].C(N(CC)CC)C.C1C=NC2N(O)N=NC=2C=1.[CH3:50][O:51]CC(O)=O.CCN=C=NCCCN(C)C. Product: [Cl:32][C:27]1[CH:28]=[CH:29][CH:30]=[CH:31][C:26]=1[CH2:25][O:24][C:10]1[C:11]([O:15][CH2:16][C:17]2[CH:22]=[CH:21][CH:20]=[CH:19][C:18]=2[Cl:23])=[CH:12][CH:13]=[CH:14][C:9]=1[CH:5]([NH:4][C:1](=[O:3])[CH2:2][O:51][CH3:50])[C:6]([OH:8])=[O:7]. The catalyst class is: 91. (4) The catalyst class is: 59. Reactant: C(Cl)(=O)C(Cl)=O.[F:7][C:8]1[CH:13]=[CH:12][CH:11]=[CH:10][C:9]=1[N:14]1[C:18]([O:19][CH3:20])=[CH:17][C:16]([C:21]([NH:23][C@H:24]([C:29]2[CH:34]=[CH:33][CH:32]=[CH:31][C:30]=2[CH3:35])[CH2:25][C:26]([OH:28])=O)=[O:22])=[N:15]1.[NH3:36]. Product: [F:7][C:8]1[CH:13]=[CH:12][CH:11]=[CH:10][C:9]=1[N:14]1[C:18]([O:19][CH3:20])=[CH:17][C:16]([C:21]([NH:23][C@H:24]([C:29]2[CH:34]=[CH:33][CH:32]=[CH:31][C:30]=2[CH3:35])[CH2:25][C:26]([NH2:36])=[O:28])=[O:22])=[N:15]1.